Dataset: Forward reaction prediction with 1.9M reactions from USPTO patents (1976-2016). Task: Predict the product of the given reaction. (1) Given the reactants [Li+].[OH-].C[O:4][C:5](=[O:52])[C:6]1[CH:11]=[CH:10][C:9]([C:12]([N:14]2[CH2:20][C@H:19]([NH:21][C:22](=[O:34])[C@@H:23]([N:25]([C:27]([O:29][C:30]([CH3:33])([CH3:32])[CH3:31])=[O:28])[CH3:26])[CH3:24])[C:18](=[O:35])[N:17]([CH2:36][C:37]3[C:46]4[C:41](=[CH:42][CH:43]=[CH:44][CH:45]=4)[CH:40]=[CH:39][C:38]=3[CH3:47])[C:16]3[CH:48]=[CH:49][CH:50]=[CH:51][C:15]2=3)=[O:13])=[CH:8][CH:7]=1, predict the reaction product. The product is: [C:30]([O:29][C:27]([N:25]([CH3:26])[C@@H:23]([CH3:24])[C:22]([NH:21][C@H:19]1[CH2:20][N:14]([C:12]([C:9]2[CH:10]=[CH:11][C:6]([C:5]([OH:52])=[O:4])=[CH:7][CH:8]=2)=[O:13])[C:15]2[CH:51]=[CH:50][CH:49]=[CH:48][C:16]=2[N:17]([CH2:36][C:37]2[C:46]3[C:41](=[CH:42][CH:43]=[CH:44][CH:45]=3)[CH:40]=[CH:39][C:38]=2[CH3:47])[C:18]1=[O:35])=[O:34])=[O:28])([CH3:33])([CH3:32])[CH3:31]. (2) The product is: [C:1]12([N:11]3[CH2:15][CH2:14][CH:13]([CH2:18][C:19]4[C:24]([Cl:25])=[CH:23][CH:22]=[CH:21][C:20]=4[Cl:26])[C:12]3=[O:16])[CH2:2][CH:3]3[CH2:4][CH:5]([CH2:6][CH:7]([CH2:9]3)[CH2:8]1)[CH2:10]2. Given the reactants [C:1]12([N:11]3[CH2:15][CH2:14][CH2:13][C:12]3=[O:16])[CH2:10][CH:5]3[CH2:6][CH:7]([CH2:9][CH:3]([CH2:4]3)[CH2:2]1)[CH2:8]2.Cl[CH2:18][C:19]1[C:24]([Cl:25])=[CH:23][CH:22]=[CH:21][C:20]=1[Cl:26], predict the reaction product.